From a dataset of M1 muscarinic receptor antagonist screen with 61,756 compounds. Binary Classification. Given a drug SMILES string, predict its activity (active/inactive) in a high-throughput screening assay against a specified biological target. The compound is O(C(=O)c1nnn(c1C)c1nonc1NC(=O)C)CC. The result is 1 (active).